From a dataset of Reaction yield outcomes from USPTO patents with 853,638 reactions. Predict the reaction yield, written as a fraction of the theoretical maximum amount of product (1.0 means a 100% yield; for example, 0.34 means a 34% yield). (1) The reactants are [NH2:1][C:2]1[C:11]2[C:6](=[C:7](I)[CH:8]=[CH:9][CH:10]=2)[N:5]=[N:4][C:3]=1[C:13]([NH:15][CH2:16][CH2:17][CH3:18])=[O:14].C([Sn](CCCC)(CCCC)[C:24]1[CH:29]=[CH:28][CH:27]=[CH:26][N:25]=1)CCC. No catalyst specified. The product is [NH2:1][C:2]1[C:11]2[C:6](=[C:7]([C:24]3[CH:29]=[CH:28][CH:27]=[CH:26][N:25]=3)[CH:8]=[CH:9][CH:10]=2)[N:5]=[N:4][C:3]=1[C:13]([NH:15][CH2:16][CH2:17][CH3:18])=[O:14]. The yield is 0.390. (2) The reactants are [C:1]([O:5][C:6]([NH:8][C:9]1[CH:14]=[C:13]([Cl:15])[CH:12]=[CH:11][C:10]=1/[CH:16]=[CH:17]/[C:18]([OH:20])=O)=[O:7])([CH3:4])([CH3:3])[CH3:2].[F:21][C:22]1[CH:34]=[CH:33][C:25]([CH2:26][N:27]2[CH2:32][CH2:31][NH:30][CH2:29][CH2:28]2)=[CH:24][CH:23]=1.CCN=C=NCCCN(C)C.Cl.Cl. The catalyst is C(Cl)Cl. The product is [C:1]([O:5][C:6](=[O:7])[NH:8][C:9]1[CH:14]=[C:13]([Cl:15])[CH:12]=[CH:11][C:10]=1/[CH:16]=[CH:17]/[C:18]([N:30]1[CH2:29][CH2:28][N:27]([CH2:26][C:25]2[CH:33]=[CH:34][C:22]([F:21])=[CH:23][CH:24]=2)[CH2:32][CH2:31]1)=[O:20])([CH3:2])([CH3:3])[CH3:4]. The yield is 0.630. (3) The reactants are [F:1][C:2]1[CH:7]=[CH:6][C:5]([N:8]2[CH:13]=[CH:12][C:11]3=[N:14][C:15]([CH2:17][O:18][C:19]4[CH:24]=[CH:23][CH:22]=[CH:21][CH:20]=4)=[CH:16][N:10]3[C:9]2=[O:25])=[CH:4][CH:3]=1. The catalyst is CO.[OH-].[Pd+2].[OH-]. The product is [F:1][C:2]1[CH:7]=[CH:6][C:5]([N:8]2[CH2:13][CH2:12][C:11]3=[N:14][C:15]([CH2:17][O:18][C:19]4[CH:20]=[CH:21][CH:22]=[CH:23][CH:24]=4)=[CH:16][N:10]3[C:9]2=[O:25])=[CH:4][CH:3]=1. The yield is 0.570. (4) The reactants are [NH2:1][C:2]1[S:6][C:5]([CH2:7][CH3:8])=[N:4][C:3]=1[C:9]([O:11]CC)=O.ClC(Cl)(O[C:18](=[O:24])OC(Cl)(Cl)Cl)Cl.C(N(CC)CC)C.[C:33]1([CH2:39][CH2:40][NH2:41])[CH:38]=[CH:37][CH:36]=[CH:35][CH:34]=1. The catalyst is C(Cl)Cl. The product is [CH2:7]([C:5]1[S:6][C:2]2[NH:1][C:18](=[O:24])[N:41]([CH2:40][CH2:39][C:33]3[CH:38]=[CH:37][CH:36]=[CH:35][CH:34]=3)[C:9](=[O:11])[C:3]=2[N:4]=1)[CH3:8]. The yield is 0.640. (5) The reactants are [Br-:1].[Li+].[NH2:3][C@@H:4]1[C@H:9]([O:10][S:11]([C:14]2[CH:20]=[CH:19][C:17]([CH3:18])=[CH:16][CH:15]=2)(=[O:13])=[O:12])[CH2:8][C:7]([C:21]([O:23][CH2:24][CH3:25])=[O:22])=[CH:6][C@@H:5]1OS(C1C=CC(C)=CC=1)(=O)=O. The catalyst is C(O)C. The product is [NH2:3][C@@H:4]1[C@H:9]([O:10][S:11]([C:14]2[CH:20]=[CH:19][C:17]([CH3:18])=[CH:16][CH:15]=2)(=[O:13])=[O:12])[CH2:8][C:7]([C:21]([O:23][CH2:24][CH3:25])=[O:22])=[CH:6][C@H:5]1[Br:1]. The yield is 0.840. (6) The reactants are Cl[C:2]1[N:7]=[CH:6][C:5]2[CH:8]=[N:9][N:10]([C:11]3[N:16]=[C:15]([N:17]4[CH2:22][CH2:21][N:20]([C:23]([O:25][C:26]([CH3:29])([CH3:28])[CH3:27])=[O:24])[CH2:19][CH2:18]4)[CH:14]=[CH:13][CH:12]=3)[C:4]=2[CH:3]=1.C([Sn](CCCC)(CCCC)[C:35]1[S:39][N:38]=[C:37]([CH3:40])[CH:36]=1)CCC. The catalyst is CN(C)C(=O)C.C1(P(C2C=CC=CC=2)C2C=CC=CC=2)C=CC=CC=1.C1(P(C2C=CC=CC=2)C2C=CC=CC=2)C=CC=CC=1.C1(P(C2C=CC=CC=2)C2C=CC=CC=2)C=CC=CC=1.C1(P(C2C=CC=CC=2)C2C=CC=CC=2)C=CC=CC=1.[Pd]. The product is [CH3:40][C:37]1[CH:36]=[C:35]([C:2]2[N:7]=[CH:6][C:5]3[CH:8]=[N:9][N:10]([C:11]4[N:16]=[C:15]([N:17]5[CH2:22][CH2:21][N:20]([C:23]([O:25][C:26]([CH3:29])([CH3:27])[CH3:28])=[O:24])[CH2:19][CH2:18]5)[CH:14]=[CH:13][CH:12]=4)[C:4]=3[CH:3]=2)[S:39][N:38]=1. The yield is 0.470.